From a dataset of CYP2D6 inhibition data for predicting drug metabolism from PubChem BioAssay. Regression/Classification. Given a drug SMILES string, predict its absorption, distribution, metabolism, or excretion properties. Task type varies by dataset: regression for continuous measurements (e.g., permeability, clearance, half-life) or binary classification for categorical outcomes (e.g., BBB penetration, CYP inhibition). Dataset: cyp2d6_veith. (1) The result is 1 (inhibitor). The molecule is O=S(=O)(c1ccccc1)N1CCC[C@@]2(CCN(C(c3ccccc3)c3ccccc3)C2)C1. (2) The compound is Oc1cc(O)c2c(c1)O[C@H](c1ccc(O)c(O)c1)[C@@H](O)[C@@H]2c1c(O)cc(O)c2c1O[C@@H](c1ccc(O)c(O)c1)[C@H](O)C2. The result is 0 (non-inhibitor). (3) The compound is N#Cc1cccc(NC(=O)N2CCC3(CC2)CCN(C(=O)c2cnccn2)CC3)c1. The result is 0 (non-inhibitor). (4) The compound is COc1cccc(OCC(=O)NC2CCCCC2)c1. The result is 0 (non-inhibitor). (5) The compound is C[C@H](NC(=O)NC1CCCc2ccccc21)C(=O)O. The result is 0 (non-inhibitor). (6) The compound is COc1ccccc1-c1cncnc1NCCc1cnc[nH]1. The result is 1 (inhibitor). (7) The drug is C[n+]1ccc(/C=C/c2ccc(Br)cc2)cc1.[I-]. The result is 0 (non-inhibitor). (8) The compound is O=C(c1cnccn1)N1CCC2(CC1)CN(Cc1ccncc1)C2. The result is 0 (non-inhibitor). (9) The drug is Cn1c(N)c(N=Nc2ccc(S(N)(=O)=O)cc2)c(=O)n(C)c1=O. The result is 0 (non-inhibitor).